This data is from Catalyst prediction with 721,799 reactions and 888 catalyst types from USPTO. The task is: Predict which catalyst facilitates the given reaction. (1) Reactant: [NH2:1][CH:2]1[CH2:7][CH2:6][CH2:5][CH2:4][CH:3]1[N:8]1[CH:17]([C:18]2[CH:23]=[CH:22][C:21]([Cl:24])=[CH:20][C:19]=2[Cl:25])[CH:16]([C:26]([O:28][CH2:29][CH3:30])=[O:27])[C:15]2[C:10](=[CH:11][CH:12]=[CH:13][CH:14]=2)[C:9]1=[O:31].[CH3:32][S:33](Cl)(=[O:35])=[O:34].C(N(C(C)C)CC)(C)C.C(OCC)(=O)C. Product: [Cl:25][C:19]1[CH:20]=[C:21]([Cl:24])[CH:22]=[CH:23][C:18]=1[CH:17]1[CH:16]([C:26]([O:28][CH2:29][CH3:30])=[O:27])[C:15]2[C:10](=[CH:11][CH:12]=[CH:13][CH:14]=2)[C:9](=[O:31])[N:8]1[CH:3]1[CH2:4][CH2:5][CH2:6][CH2:7][CH:2]1[NH:1][S:33]([CH3:32])(=[O:35])=[O:34]. The catalyst class is: 47. (2) Reactant: [Br:1][C:2]1[C:10]2[C:6](=[N:7][S:8][N:9]=2)[C:5]([CH2:11][OH:12])=[CH:4][CH:3]=1. Product: [Br:1][C:2]1[C:10]2[C:6](=[N:7][S:8][N:9]=2)[C:5]([CH:11]=[O:12])=[CH:4][CH:3]=1. The catalyst class is: 742. (3) Reactant: C[O:2][C:3]1[CH:8]=[CH:7][C:6]([N:9]2[C:13]3[CH:14]=[CH:15][CH:16]=[CH:17][C:12]=3[N:11]=[C:10]2[C:18]2[CH:22]=[CH:21][O:20][C:19]=2[CH3:23])=[CH:5][CH:4]=1.B(Br)(Br)Br. Product: [CH3:23][C:19]1[O:20][CH:21]=[CH:22][C:18]=1[C:10]1[N:9]([C:6]2[CH:5]=[CH:4][C:3]([OH:2])=[CH:8][CH:7]=2)[C:13]2[CH:14]=[CH:15][CH:16]=[CH:17][C:12]=2[N:11]=1. The catalyst class is: 2. (4) Reactant: [Cl:1][C:2]1[CH:33]=[CH:32][C:5]([CH2:6][N:7]([C:14]([C:16]2([CH3:31])[CH2:19][CH2:18][N:17]2[C:20](=[O:30])[NH:21][C:22]2[CH:27]=[C:26]([CH3:28])[CH:25]=[C:24]([CH3:29])[CH:23]=2)=[O:15])[CH2:8][CH2:9][CH2:10][C:11]([OH:13])=[O:12])=[CH:4][CH:3]=1.[H-].[Na+].[CH3:36]I. Product: [Cl:1][C:2]1[CH:3]=[CH:4][C:5]([CH2:6][N:7]([C:14]([C:16]2([CH3:31])[CH2:19][CH2:18][N:17]2[C:20](=[O:30])[N:21]([C:22]2[CH:27]=[C:26]([CH3:28])[CH:25]=[C:24]([CH3:29])[CH:23]=2)[CH3:36])=[O:15])[CH2:8][CH2:9][CH2:10][C:11]([OH:13])=[O:12])=[CH:32][CH:33]=1. The catalyst class is: 3.